From a dataset of Catalyst prediction with 721,799 reactions and 888 catalyst types from USPTO. Predict which catalyst facilitates the given reaction. Reactant: [Br:1][C:2]1[CH:3]=[C:4]2[C:9](=[CH:10][CH:11]=1)[N:8]([C:12](=[O:17])[C:13]([F:16])([F:15])[F:14])[C@@H:7]([CH3:18])[CH2:6][NH:5]2.N1C=CC=CC=1.[F:25][C:26]1[CH:34]=[CH:33][CH:32]=[CH:31][C:27]=1[C:28](Cl)=[O:29]. Product: [Br:1][C:2]1[CH:3]=[C:4]2[C:9](=[CH:10][CH:11]=1)[N:8]([C:12](=[O:17])[C:13]([F:14])([F:16])[F:15])[C@@H:7]([CH3:18])[CH2:6][N:5]2[C:28](=[O:29])[C:27]1[CH:31]=[CH:32][CH:33]=[CH:34][C:26]=1[F:25]. The catalyst class is: 4.